From a dataset of Peptide-MHC class I binding affinity with 185,985 pairs from IEDB/IMGT. Regression. Given a peptide amino acid sequence and an MHC pseudo amino acid sequence, predict their binding affinity value. This is MHC class I binding data. The peptide sequence is QQWNFAGIEA. The MHC is HLA-B15:01 with pseudo-sequence HLA-B15:01. The binding affinity (normalized) is 0.317.